Dataset: Full USPTO retrosynthesis dataset with 1.9M reactions from patents (1976-2016). Task: Predict the reactants needed to synthesize the given product. (1) Given the product [Cl:1][C:2]1[CH:3]=[C:4]([CH:8]=[C:9]([O:13][CH3:12])[CH:10]=1)[C:5]([OH:7])=[O:6], predict the reactants needed to synthesize it. The reactants are: [Cl:1][C:2]1[CH:3]=[C:4]([CH:8]=[C:9](Cl)[CH:10]=1)[C:5]([OH:7])=[O:6].[CH3:12][O-:13].[Na+].Cl. (2) Given the product [Br:19][C:9]1[C:10]2[C:5](=[CH:4][CH:3]=[C:2]([Cl:1])[CH:11]=2)[CH2:6][CH2:7][C:8]=1[CH:15]=[O:16], predict the reactants needed to synthesize it. The reactants are: [Cl:1][C:2]1[CH:11]=[C:10]2[C:5]([CH2:6][CH2:7][CH2:8][C:9]2=O)=[CH:4][CH:3]=1.CN(C)[CH:15]=[O:16].P(Br)(Br)[Br:19]. (3) Given the product [OH:30][C@H:27]1[CH2:26][CH2:25][C@H:24]([NH:23][C:12]2[N:11]=[C:10]([NH:9][C:7]3[S:8][C:4]4[CH:3]=[C:2]([N:1]5[CH2:43][CH2:44][CH2:45][C:46]5=[O:47])[CH:32]=[CH:31][C:5]=4[N:6]=3)[CH:15]=[C:14]([CH2:16][C:17]3[CH:18]=[CH:19][CH:20]=[CH:21][CH:22]=3)[N:13]=2)[CH2:29][CH2:28]1, predict the reactants needed to synthesize it. The reactants are: [NH2:1][C:2]1[CH:32]=[CH:31][C:5]2[N:6]=[C:7]([NH:9][C:10]3[CH:15]=[C:14]([CH2:16][C:17]4[CH:22]=[CH:21][CH:20]=[CH:19][CH:18]=4)[N:13]=[C:12]([NH:23][C@H:24]4[CH2:29][CH2:28][C@H:27]([OH:30])[CH2:26][CH2:25]4)[N:11]=3)[S:8][C:4]=2[CH:3]=1.C(N(C(C)C)C(C)C)C.Br[CH2:43][CH2:44][CH2:45][C:46](Cl)=[O:47].CC(C)([O-])C.[K+]. (4) Given the product [C:15]1([C:18]2[CH:19]=[CH:20][CH:21]=[CH:22][CH:23]=2)[CH:16]=[CH:17][C:12]([O:11][CH2:10][CH2:9][CH2:8][CH2:7][CH2:6][CH2:5][C:4]([OH:24])=[O:3])=[CH:13][CH:14]=1, predict the reactants needed to synthesize it. The reactants are: C([O:3][C:4](=[O:24])[CH2:5][CH2:6][CH2:7][CH2:8][CH2:9][CH2:10][O:11][C:12]1[CH:17]=[CH:16][C:15]([C:18]2[CH:23]=[CH:22][CH:21]=[CH:20][CH:19]=2)=[CH:14][CH:13]=1)C.O.[OH-].[Li+]. (5) Given the product [Cl:8][C:6]1[N:7]=[C:2]([NH:32][CH2:31][C:28]2[CH:29]=[CH:30][C:25]([O:24][CH3:23])=[CH:26][CH:27]=2)[N:3]=[C:4]([NH:9][N:10]2[CH2:14][C:13](=[O:15])[NH:12][C:11]2=[O:16])[N:5]=1, predict the reactants needed to synthesize it. The reactants are: Cl[C:2]1[N:7]=[C:6]([Cl:8])[N:5]=[C:4]([NH:9][N:10]2[CH2:14][C:13](=[O:15])[NH:12][C:11]2=[O:16])[N:3]=1.C([O-])([O-])=O.[K+].[K+].[CH3:23][O:24][C:25]1[CH:30]=[CH:29][C:28]([CH2:31][NH2:32])=[CH:27][CH:26]=1. (6) The reactants are: Cl.Cl.[CH3:3][O:4][C:5](=[O:27])[CH2:6][C:7]1[CH:8]=[N:9][CH:10]=[C:11]([C:13]2[CH:18]=[CH:17][C:16]([C:19]([F:22])([F:21])[F:20])=[CH:15][C:14]=2[CH2:23][NH:24][CH2:25][CH3:26])[CH:12]=1.[CH2:28]([N:35]=[C:36]=[O:37])[C:29]1[CH:34]=[CH:33][CH:32]=[CH:31][CH:30]=1. Given the product [CH3:3][O:4][C:5](=[O:27])[CH2:6][C:7]1[CH:8]=[N:9][CH:10]=[C:11]([C:13]2[CH:18]=[CH:17][C:16]([C:19]([F:20])([F:21])[F:22])=[CH:15][C:14]=2[CH2:23][N:24]([CH2:25][CH3:26])[C:36]([NH:35][CH2:28][C:29]2[CH:34]=[CH:33][CH:32]=[CH:31][CH:30]=2)=[O:37])[CH:12]=1, predict the reactants needed to synthesize it.